Task: Predict the reactants needed to synthesize the given product.. Dataset: Full USPTO retrosynthesis dataset with 1.9M reactions from patents (1976-2016) (1) The reactants are: Cl[CH2:2][C:3](=O)[CH2:4][F:5].[C:7]([NH:10][C:11]([NH2:13])=[S:12])(=[O:9])[CH3:8]. Given the product [F:5][CH2:4][C:3]1[N:13]=[C:11]([NH:10][C:7](=[O:9])[CH3:8])[S:12][CH:2]=1, predict the reactants needed to synthesize it. (2) Given the product [CH2:1]([O:8][C:9]1[C:10]2[N:11]([C:20]([CH3:24])=[C:21]([CH3:23])[N:22]=2)[CH:12]=[C:13]([CH2:15][OH:16])[CH:14]=1)[C:2]1[CH:3]=[CH:4][CH:5]=[CH:6][CH:7]=1, predict the reactants needed to synthesize it. The reactants are: [CH2:1]([O:8][C:9]1[C:10]2[N:11]([C:20]([CH3:24])=[C:21]([CH3:23])[N:22]=2)[CH:12]=[C:13]([C:15](OCC)=[O:16])[CH:14]=1)[C:2]1[CH:7]=[CH:6][CH:5]=[CH:4][CH:3]=1.[H-].[Al+3].[Li+].[H-].[H-].[H-].O.[OH-].[Na+]. (3) Given the product [CH:13]1([CH2:12][CH2:11][C:10]([NH:9][C:4]2[C:5]([CH3:8])=[CH:6][CH:7]=[C:2]([NH:1][CH2:26][C:25]3[CH:24]=[CH:23][C:22]([C:21]([F:20])([F:30])[F:31])=[CH:29][CH:28]=3)[C:3]=2[CH3:19])=[O:18])[CH2:14][CH2:15][CH2:16][CH2:17]1, predict the reactants needed to synthesize it. The reactants are: [NH2:1][C:2]1[C:3]([CH3:19])=[C:4]([NH:9][C:10](=[O:18])[CH2:11][CH2:12][CH:13]2[CH2:17][CH2:16][CH2:15][CH2:14]2)[C:5]([CH3:8])=[CH:6][CH:7]=1.[F:20][C:21]([F:31])([F:30])[C:22]1[CH:29]=[CH:28][C:25]([CH:26]=O)=[CH:24][CH:23]=1.[BH4-].[Na+].CO. (4) Given the product [CH3:19][C:18]1[C:13]2[CH:12]=[CH:11][N:10]([C@H:9]3[C@H:4]([OH:3])[C@H:5]([OH:6])[C@H:7]([C:20]4[NH:24][N:23]=[CH:22][CH:21]=4)[O:8]3)[C:14]=2[N:15]=[CH:16][N:17]=1, predict the reactants needed to synthesize it. The reactants are: CC1(C)[O:6][C@@H:5]2[C@H:7]([C:20]3[NH:24][N:23]=[CH:22][CH:21]=3)[O:8][C@@H:9]([N:10]3[C:14]4[N:15]=[CH:16][N:17]=[C:18]([CH3:19])[C:13]=4[CH:12]=[CH:11]3)[C@@H:4]2[O:3]1.C(O)(C(F)(F)F)=O. (5) Given the product [F:30][C:31]1[CH:32]=[C:33]([N:37]2[C:5]([C:7]3[C:12](=[O:13])[CH:11]=[CH:10][N:9]([C:14]4[CH:19]=[CH:18][CH:17]=[C:16]([S:20]([N:23]5[CH2:28][CH2:27][CH2:26][CH2:25][CH2:24]5)(=[O:21])=[O:22])[CH:15]=4)[N:8]=3)=[CH:4][CH:3]=[N:38]2)[CH:34]=[CH:35][CH:36]=1, predict the reactants needed to synthesize it. The reactants are: CN(C)/[CH:3]=[CH:4]/[C:5]([C:7]1[C:12](=[O:13])[CH:11]=[CH:10][N:9]([C:14]2[CH:19]=[CH:18][CH:17]=[C:16]([S:20]([N:23]3[CH2:28][CH2:27][CH2:26][CH2:25][CH2:24]3)(=[O:22])=[O:21])[CH:15]=2)[N:8]=1)=O.[F:30][C:31]1[CH:32]=[C:33]([NH:37][NH2:38])[CH:34]=[CH:35][CH:36]=1. (6) Given the product [CH3:29][N:30]([CH3:34])[CH2:31][C:24]#[C:23][C:3]1[N:2]([CH3:1])[C:6]([C:7]2[S:8][C:9]3[N:10]=[CH:11][N:12]=[C:13]([NH2:16])[C:14]=3[N:15]=2)=[C:5]([C:17]2[CH:18]=[CH:19][CH:20]=[CH:21][CH:22]=2)[N:4]=1, predict the reactants needed to synthesize it. The reactants are: [CH3:1][N:2]1[C:6]([C:7]2[S:8][C:9]3[N:10]=[CH:11][N:12]=[C:13]([NH2:16])[C:14]=3[N:15]=2)=[C:5]([C:17]2[CH:22]=[CH:21][CH:20]=[CH:19][CH:18]=2)[N:4]=[C:3]1[C:23]#[C:24][Si](C)(C)C.[CH3:29][N:30]([CH3:34])[CH2:31]C#C. (7) Given the product [C:26]([O:30][C:31]([NH:33][C:34]1[O:42][C:41]2[C:36](=[N:37][CH:38]=[C:39]([C:43]3[CH:48]=[N:47][CH:46]=[N:45][CH:44]=3)[CH:40]=2)[C:35]=1[C:49]([NH:1][C:2]1[CH:3]=[N:4][CH:5]=[CH:6][C:7]=1[N:8]1[CH2:13][C@H:12]([C:14]([F:16])([F:15])[F:17])[CH2:11][C@H:10]([NH:18][C:19](=[O:25])[O:20][C:21]([CH3:22])([CH3:24])[CH3:23])[CH2:9]1)=[O:50])=[O:32])([CH3:29])([CH3:27])[CH3:28], predict the reactants needed to synthesize it. The reactants are: [NH2:1][C:2]1[CH:3]=[N:4][CH:5]=[CH:6][C:7]=1[N:8]1[CH2:13][C@H:12]([C:14]([F:17])([F:16])[F:15])[CH2:11][C@H:10]([NH:18][C:19](=[O:25])[O:20][C:21]([CH3:24])([CH3:23])[CH3:22])[CH2:9]1.[C:26]([O:30][C:31]([NH:33][C:34]1[O:42][C:41]2[C:36](=[N:37][CH:38]=[C:39]([C:43]3[CH:44]=[N:45][CH:46]=[N:47][CH:48]=3)[CH:40]=2)[C:35]=1[C:49](O)=[O:50])=[O:32])([CH3:29])([CH3:28])[CH3:27].CCN(C(C)C)C(C)C.CN(C(ON1N=NC2C=CC=NC1=2)=[N+](C)C)C.F[P-](F)(F)(F)(F)F. (8) Given the product [CH3:1][S:2]([C:5]1[CH:10]=[CH:9][C:8]([O:11][CH2:17][C:18]2[CH:23]=[CH:22][C:21]([CH:25]3[CH2:26][CH2:27][N:28]([C:31]([O:33][C:34]([CH3:37])([CH3:36])[CH3:35])=[O:32])[CH2:29][CH2:30]3)=[CH:20][N:19]=2)=[CH:7][C:6]=1[CH3:12])(=[O:3])=[O:4], predict the reactants needed to synthesize it. The reactants are: [CH3:1][S:2]([C:5]1[CH:10]=[CH:9][C:8]([OH:11])=[CH:7][C:6]=1[CH3:12])(=[O:4])=[O:3].ClC1C=C(S(C)(=O)=O)C=CC=1O[CH2:17][C:18]1[C:23](C)=[CH:22][C:21]([CH:25]2[CH2:30][CH2:29][N:28]([C:31]([O:33][C:34]([CH3:37])([CH3:36])[CH3:35])=[O:32])[CH2:27][CH2:26]2)=[CH:20][N:19]=1. (9) The reactants are: C([O:3][C:4](=[O:26])[CH2:5][N:6]([C:8](=[O:25])[C:9]1[CH:14]=[CH:13][CH:12]=[C:11]([CH2:15][O:16][C:17]2[CH:22]=[CH:21][C:20](Br)=[CH:19][C:18]=2[F:24])[CH:10]=1)[CH3:7])C.[F:27][C:28]1[CH:33]=[C:32]([F:34])[C:31]([F:35])=[CH:30][C:29]=1B(O)O.C(=O)([O-])[O-].[K+].[K+].CN(C=O)C. Given the product [CH3:7][N:6]([CH2:5][C:4]([OH:3])=[O:26])[C:8](=[O:25])[C:9]1[CH:14]=[CH:13][CH:12]=[C:11]([CH2:15][O:16][C:17]2[CH:22]=[CH:21][C:20]([C:29]3[CH:30]=[C:31]([F:35])[C:32]([F:34])=[CH:33][C:28]=3[F:27])=[CH:19][C:18]=2[F:24])[CH:10]=1, predict the reactants needed to synthesize it.